Dataset: Catalyst prediction with 721,799 reactions and 888 catalyst types from USPTO. Task: Predict which catalyst facilitates the given reaction. (1) Reactant: [C:1]([C@@H:5]1[CH2:10][CH2:9][C@H:8]([C:11]2[N:19]3[C:14]([C:15](=[O:29])[NH:16][C:17]([C:20]4[CH:25]=[CH:24][C:23]([N+:26]([O-])=O)=[CH:22][CH:21]=4)=[N:18]3)=[C:13]([CH2:30][CH3:31])[N:12]=2)[CH2:7][CH2:6]1)([CH3:4])([CH3:3])[CH3:2].[H][H]. Product: [NH2:26][C:23]1[CH:24]=[CH:25][C:20]([C:17]2[NH:16][C:15](=[O:29])[C:14]3=[C:13]([CH2:30][CH3:31])[N:12]=[C:11]([C@H:8]4[CH2:9][CH2:10][C@@H:5]([C:1]([CH3:3])([CH3:2])[CH3:4])[CH2:6][CH2:7]4)[N:19]3[N:18]=2)=[CH:21][CH:22]=1. The catalyst class is: 312. (2) Reactant: C[O:2][C:3](=[O:20])[C:4]([C:13]1[CH:18]=[CH:17][C:16]([Cl:19])=[CH:15][CH:14]=1)([C:6]1[CH:11]=[CH:10][C:9]([Cl:12])=[CH:8][CH:7]=1)[CH3:5]. Product: [Cl:12][C:9]1[CH:8]=[CH:7][C:6]([C:4]([C:13]2[CH:14]=[CH:15][C:16]([Cl:19])=[CH:17][CH:18]=2)([CH3:5])[C:3]([OH:20])=[O:2])=[CH:11][CH:10]=1. The catalyst class is: 278. (3) Product: [CH3:19][S:16]([C:13]1[CH:14]=[CH:15][C:10]([C:6]2[C:5]3[N:4]([N:3]=[C:2]([NH:33][C:31]4[CH:30]=[N:29][N:28]([CH2:27][CH2:26][N:21]5[CH2:25][CH2:24][CH2:23][CH2:22]5)[CH:32]=4)[N:20]=3)[CH:9]=[CH:8][CH:7]=2)=[CH:11][CH:12]=1)(=[O:18])=[O:17].[ClH:1].[CH3:19][S:16]([C:13]1[CH:14]=[CH:15][C:10]([C:6]2[C:5]3[N:4]([N:3]=[C:2]([NH:33][C:31]4[CH:30]=[N:29][N:28]([CH2:27][CH2:26][N:21]5[CH2:25][CH2:24][CH2:23][CH2:22]5)[CH:32]=4)[N:20]=3)[CH:9]=[CH:8][CH:7]=2)=[CH:11][CH:12]=1)(=[O:18])=[O:17]. Reactant: [Cl:1][C:2]1[N:20]=[C:5]2[C:6]([C:10]3[CH:15]=[CH:14][C:13]([S:16]([CH3:19])(=[O:18])=[O:17])=[CH:12][CH:11]=3)=[CH:7][CH:8]=[CH:9][N:4]2[N:3]=1.[N:21]1([CH2:26][CH2:27][N:28]2[CH:32]=[C:31]([NH2:33])[CH:30]=[N:29]2)[CH2:25][CH2:24][CH2:23][CH2:22]1.C1(P(C2CCCCC2)C2(P(C3CCCCC3)C3CCCCC3)CC=CC=C2C2C=CC=CC=2)CCCCC1.Cl. The catalyst class is: 12. (4) Reactant: C(C1[CH:4]=[C:5]([CH3:32])[C:6]([C:9]2[CH:31]=[CH:30][C:12]([C:13]([NH:15][C:16]3[CH:21]=[CH:20][CH:19]=[CH:18][C:17]=3[NH:22]C(=O)OC(C)(C)C)=[O:14])=[CH:11][CH:10]=2)=[N:7][CH:8]=1)=O.[CH2:33]([N:35]1[CH2:40][CH2:39][NH:38][CH2:37][CH2:36]1)[CH3:34].[C:41](O)(=O)[CH3:42].C(O[BH-](OC(=O)C)OC(=O)C)(=O)C.[Na+]. Product: [NH2:22][C:17]1[CH:18]=[CH:19][CH:20]=[CH:21][C:16]=1[NH:15][C:13](=[O:14])[C:12]1[CH:30]=[CH:31][C:9]([C:6]2[C:5]([CH3:32])=[CH:4][C:34]([CH2:33][N:35]3[CH2:40][CH2:39][N:38]([CH2:41][CH3:42])[CH2:37][CH2:36]3)=[CH:8][N:7]=2)=[CH:10][CH:11]=1. The catalyst class is: 7. (5) Reactant: C([O-])([O-])=O.[K+].[K+].[C@@H]1(N)CCCC[C@H]1N.[O:15]=[C:16]1[NH:21][CH2:20][CH:19]2[CH2:22][CH2:23][N:24]([C:26]([O:28][C:29]([CH3:32])([CH3:31])[CH3:30])=[O:27])[CH2:25][CH:18]2[O:17]1.I[C:34]1[CH:43]=[CH:42][C:37]2[O:38][CH2:39][CH2:40][O:41][C:36]=2[CH:35]=1. Product: [O:38]1[CH2:39][CH2:40][O:41][C:36]2[CH:35]=[C:34]([N:21]3[CH2:20][CH:19]4[CH2:22][CH2:23][N:24]([C:26]([O:28][C:29]([CH3:32])([CH3:31])[CH3:30])=[O:27])[CH2:25][CH:18]4[O:17][C:16]3=[O:15])[CH:43]=[CH:42][C:37]1=2. The catalyst class is: 185. (6) Reactant: C(OC([N:8]1[CH2:13][CH2:12][C:11]([CH2:16][OH:17])([CH2:14][OH:15])[CH2:10][CH2:9]1)=O)(C)(C)C.FC(F)(F)C(O)=O. Product: [OH:15][CH2:14][C:11]1([CH2:16][OH:17])[CH2:12][CH2:13][NH:8][CH2:9][CH2:10]1. The catalyst class is: 4. (7) Reactant: [Cl:1][C:2]1[CH:10]=[CH:9][C:8]([NH:11][C:12]([CH:14]2[CH2:16][CH2:15]2)=[O:13])=[C:7]2[C:3]=1[CH2:4][N:5]([C@@H:18]([C:23]1[CH:28]=[CH:27][C:26]([O:29][CH3:30])=[C:25]([O:31][CH2:32][CH3:33])[CH:24]=1)[CH2:19][C:20](O)=[O:21])[C:6]2=[O:17].C(N1C=CN=C1)([N:36]1C=CN=C1)=O.[NH4+].[OH-].O. Product: [C:20]([CH2:19][C@@H:18]([N:5]1[C:6](=[O:17])[C:7]2[C:3](=[C:2]([Cl:1])[CH:10]=[CH:9][C:8]=2[NH:11][C:12]([CH:14]2[CH2:16][CH2:15]2)=[O:13])[CH2:4]1)[C:23]1[CH:28]=[CH:27][C:26]([O:29][CH3:30])=[C:25]([O:31][CH2:32][CH3:33])[CH:24]=1)(=[O:21])[NH2:36]. The catalyst class is: 1. (8) Reactant: [C:1]([O:5][C:6]([N:8]1[CH2:14][CH2:13][CH:12]=[CH:11][CH2:10][CH2:9]1)=[O:7])([CH3:4])([CH3:3])[CH3:2].ClC1C=CC=C(C(OO)=[O:23])C=1. Product: [C:1]([O:5][C:6]([N:8]1[CH2:14][CH2:13][CH:12]2[CH:11]([O:23]2)[CH2:10][CH2:9]1)=[O:7])([CH3:4])([CH3:2])[CH3:3]. The catalyst class is: 4. (9) Reactant: [N:1]1[C:10]2[C:5](=[CH:6][CH:7]=[CH:8][CH:9]=2)[CH:4]=[CH:3][C:2]=1[CH:11]=[N:12][NH:13][C:14]([O:16][C:17]([CH3:20])([CH3:19])[CH3:18])=[O:15]. Product: [N:1]1[C:10]2[C:5](=[CH:6][CH:7]=[CH:8][CH:9]=2)[CH:4]=[CH:3][C:2]=1[CH2:11][NH:12][NH:13][C:14]([O:16][C:17]([CH3:20])([CH3:19])[CH3:18])=[O:15]. The catalyst class is: 19. (10) Product: [Cl:1][C:2]1[CH:7]=[CH:6][CH:5]=[CH:4][C:3]=1[CH:8]([N:12]1[CH:16]=[C:15]([CH2:17][N:18]2[C:22](=[O:23])[N:21]([CH2:24][C@H:25]([OH:30])[C:26]([F:29])([F:28])[F:27])[C:20]([C:31]3[CH:36]=[CH:35][C:34]([Cl:37])=[CH:33][CH:32]=3)=[N:19]2)[N:14]=[N:13]1)[C:9]([NH2:52])=[O:10]. Reactant: [Cl:1][C:2]1[CH:7]=[CH:6][CH:5]=[CH:4][C:3]=1[CH:8]([N:12]1[CH:16]=[C:15]([CH2:17][N:18]2[C:22](=[O:23])[N:21]([CH2:24][C@H:25]([OH:30])[C:26]([F:29])([F:28])[F:27])[C:20]([C:31]3[CH:36]=[CH:35][C:34]([Cl:37])=[CH:33][CH:32]=3)=[N:19]2)[N:14]=[N:13]1)[C:9](O)=[O:10].C1C=CC2N(O)N=NC=2C=1.C(Cl)CCl.[NH3:52]. The catalyst class is: 3.